This data is from NCI-60 drug combinations with 297,098 pairs across 59 cell lines. The task is: Regression. Given two drug SMILES strings and cell line genomic features, predict the synergy score measuring deviation from expected non-interaction effect. (1) Drug 1: C1=CC=C(C=C1)NC(=O)CCCCCCC(=O)NO. Drug 2: CC1C(C(CC(O1)OC2CC(OC(C2O)C)OC3=CC4=CC5=C(C(=O)C(C(C5)C(C(=O)C(C(C)O)O)OC)OC6CC(C(C(O6)C)O)OC7CC(C(C(O7)C)O)OC8CC(C(C(O8)C)O)(C)O)C(=C4C(=C3C)O)O)O)O. Cell line: CAKI-1. Synergy scores: CSS=78.8, Synergy_ZIP=0.859, Synergy_Bliss=-0.507, Synergy_Loewe=2.64, Synergy_HSA=5.06. (2) Drug 1: CC1C(C(=O)NC(C(=O)N2CCCC2C(=O)N(CC(=O)N(C(C(=O)O1)C(C)C)C)C)C(C)C)NC(=O)C3=C4C(=C(C=C3)C)OC5=C(C(=O)C(=C(C5=N4)C(=O)NC6C(OC(=O)C(N(C(=O)CN(C(=O)C7CCCN7C(=O)C(NC6=O)C(C)C)C)C)C(C)C)C)N)C. Drug 2: C1CN1C2=NC(=NC(=N2)N3CC3)N4CC4. Cell line: A498. Synergy scores: CSS=28.3, Synergy_ZIP=-9.48, Synergy_Bliss=-2.04, Synergy_Loewe=-1.81, Synergy_HSA=-1.56. (3) Drug 1: C1CCN(CC1)CCOC2=CC=C(C=C2)C(=O)C3=C(SC4=C3C=CC(=C4)O)C5=CC=C(C=C5)O. Drug 2: CC1=C(C(=O)C2=C(C1=O)N3CC4C(C3(C2COC(=O)N)OC)N4)N. Cell line: PC-3. Synergy scores: CSS=21.2, Synergy_ZIP=-3.79, Synergy_Bliss=-1.82, Synergy_Loewe=-16.6, Synergy_HSA=-2.60. (4) Drug 1: CN(CCCl)CCCl.Cl. Drug 2: CC1C(C(CC(O1)OC2CC(CC3=C2C(=C4C(=C3O)C(=O)C5=C(C4=O)C(=CC=C5)OC)O)(C(=O)CO)O)N)O.Cl. Cell line: SNB-75. Synergy scores: CSS=53.8, Synergy_ZIP=-4.91, Synergy_Bliss=-2.99, Synergy_Loewe=-2.91, Synergy_HSA=1.87. (5) Synergy scores: CSS=-10.6, Synergy_ZIP=17.3, Synergy_Bliss=30.3, Synergy_Loewe=-5.31, Synergy_HSA=-0.188. Cell line: NCI-H460. Drug 1: CC1=C(C(=CC=C1)Cl)NC(=O)C2=CN=C(S2)NC3=CC(=NC(=N3)C)N4CCN(CC4)CCO. Drug 2: C1=NC2=C(N1)C(=S)N=CN2. (6) Drug 1: CC1=C(N=C(N=C1N)C(CC(=O)N)NCC(C(=O)N)N)C(=O)NC(C(C2=CN=CN2)OC3C(C(C(C(O3)CO)O)O)OC4C(C(C(C(O4)CO)O)OC(=O)N)O)C(=O)NC(C)C(C(C)C(=O)NC(C(C)O)C(=O)NCCC5=NC(=CS5)C6=NC(=CS6)C(=O)NCCC[S+](C)C)O. Drug 2: C(CN)CNCCSP(=O)(O)O. Cell line: CAKI-1. Synergy scores: CSS=43.8, Synergy_ZIP=3.26, Synergy_Bliss=4.44, Synergy_Loewe=-23.0, Synergy_HSA=3.79. (7) Drug 1: C1=CN(C=N1)CC(O)(P(=O)(O)O)P(=O)(O)O. Drug 2: C(CN)CNCCSP(=O)(O)O. Cell line: HCT116. Synergy scores: CSS=5.04, Synergy_ZIP=5.29, Synergy_Bliss=6.78, Synergy_Loewe=6.42, Synergy_HSA=4.49. (8) Drug 1: C1C(C(OC1N2C=NC3=C2NC=NCC3O)CO)O. Drug 2: CC1C(C(CC(O1)OC2CC(CC3=C2C(=C4C(=C3O)C(=O)C5=CC=CC=C5C4=O)O)(C(=O)C)O)N)O. Synergy scores: CSS=22.7, Synergy_ZIP=-1.75, Synergy_Bliss=-6.63, Synergy_Loewe=-35.9, Synergy_HSA=-7.62. Cell line: SR. (9) Drug 1: CC1C(C(CC(O1)OC2CC(CC3=C2C(=C4C(=C3O)C(=O)C5=C(C4=O)C(=CC=C5)OC)O)(C(=O)CO)O)N)O.Cl. Drug 2: CCC1(CC2CC(C3=C(CCN(C2)C1)C4=CC=CC=C4N3)(C5=C(C=C6C(=C5)C78CCN9C7C(C=CC9)(C(C(C8N6C)(C(=O)OC)O)OC(=O)C)CC)OC)C(=O)OC)O.OS(=O)(=O)O. Cell line: NCI/ADR-RES. Synergy scores: CSS=-6.59, Synergy_ZIP=6.75, Synergy_Bliss=4.35, Synergy_Loewe=-1.57, Synergy_HSA=-2.51. (10) Cell line: UO-31. Drug 2: CN1C(=O)N2C=NC(=C2N=N1)C(=O)N. Drug 1: CC12CCC3C(C1CCC2=O)CC(=C)C4=CC(=O)C=CC34C. Synergy scores: CSS=38.2, Synergy_ZIP=1.13, Synergy_Bliss=0.727, Synergy_Loewe=-0.314, Synergy_HSA=0.0302.